This data is from NCI-60 drug combinations with 297,098 pairs across 59 cell lines. The task is: Regression. Given two drug SMILES strings and cell line genomic features, predict the synergy score measuring deviation from expected non-interaction effect. (1) Drug 1: C1CCC(C1)C(CC#N)N2C=C(C=N2)C3=C4C=CNC4=NC=N3. Drug 2: CN(C(=O)NC(C=O)C(C(C(CO)O)O)O)N=O. Cell line: MDA-MB-435. Synergy scores: CSS=-9.03, Synergy_ZIP=1.96, Synergy_Bliss=-5.51, Synergy_Loewe=-10.8, Synergy_HSA=-11.5. (2) Drug 1: C1=CC(=CC=C1CC(C(=O)O)N)N(CCCl)CCCl.Cl. Drug 2: CC1=C(C=C(C=C1)NC(=O)C2=CC=C(C=C2)CN3CCN(CC3)C)NC4=NC=CC(=N4)C5=CN=CC=C5. Cell line: MOLT-4. Synergy scores: CSS=46.7, Synergy_ZIP=1.78, Synergy_Bliss=2.18, Synergy_Loewe=-12.8, Synergy_HSA=0.861. (3) Drug 1: CC(C)(C#N)C1=CC(=CC(=C1)CN2C=NC=N2)C(C)(C)C#N. Drug 2: C1C(C(OC1N2C=NC(=NC2=O)N)CO)O. Cell line: LOX IMVI. Synergy scores: CSS=3.20, Synergy_ZIP=1.16, Synergy_Bliss=3.54, Synergy_Loewe=-0.384, Synergy_HSA=0.866. (4) Drug 1: CC1OCC2C(O1)C(C(C(O2)OC3C4COC(=O)C4C(C5=CC6=C(C=C35)OCO6)C7=CC(=C(C(=C7)OC)O)OC)O)O. Cell line: A498. Synergy scores: CSS=32.0, Synergy_ZIP=-4.10, Synergy_Bliss=0.730, Synergy_Loewe=2.70, Synergy_HSA=3.03. Drug 2: CC1=C(C(=CC=C1)Cl)NC(=O)C2=CN=C(S2)NC3=CC(=NC(=N3)C)N4CCN(CC4)CCO. (5) Drug 1: CC(C)NC(=O)C1=CC=C(C=C1)CNNC.Cl. Drug 2: CC1=C(C(=O)C2=C(C1=O)N3CC4C(C3(C2COC(=O)N)OC)N4)N. Cell line: NCI/ADR-RES. Synergy scores: CSS=5.24, Synergy_ZIP=-2.85, Synergy_Bliss=-6.73, Synergy_Loewe=-49.0, Synergy_HSA=-7.26. (6) Drug 1: CC1C(C(CC(O1)OC2CC(CC3=C2C(=C4C(=C3O)C(=O)C5=C(C4=O)C(=CC=C5)OC)O)(C(=O)CO)O)N)O.Cl. Drug 2: C1=NNC2=C1C(=O)NC=N2. Cell line: MALME-3M. Synergy scores: CSS=-0.327, Synergy_ZIP=0.339, Synergy_Bliss=1.19, Synergy_Loewe=-1.27, Synergy_HSA=-0.135. (7) Drug 1: CC(C1=C(C=CC(=C1Cl)F)Cl)OC2=C(N=CC(=C2)C3=CN(N=C3)C4CCNCC4)N. Synergy scores: CSS=18.5, Synergy_ZIP=-2.50, Synergy_Bliss=2.32, Synergy_Loewe=-19.2, Synergy_HSA=3.60. Drug 2: CCC(=C(C1=CC=CC=C1)C2=CC=C(C=C2)OCCN(C)C)C3=CC=CC=C3.C(C(=O)O)C(CC(=O)O)(C(=O)O)O. Cell line: SF-295.